Task: Predict the reactants needed to synthesize the given product.. Dataset: Full USPTO retrosynthesis dataset with 1.9M reactions from patents (1976-2016) (1) Given the product [CH:1]1[C:11]2[CH2:10][CH2:9][C:8]3[CH:12]=[CH:13][CH:14]=[CH:15][C:7]=3[C:6](=[CH:16][C:17]3[CH:22]=[CH:21][C:20]([NH:23][S:27]([CH2:24][CH2:25][CH3:26])(=[O:29])=[O:28])=[CH:19][CH:18]=3)[C:5]=2[CH:4]=[CH:3][CH:2]=1, predict the reactants needed to synthesize it. The reactants are: [CH:1]1[C:11]2[CH2:10][CH2:9][C:8]3[CH:12]=[CH:13][CH:14]=[CH:15][C:7]=3[C:6](=[CH:16][C:17]3[CH:22]=[CH:21][C:20]([NH2:23])=[CH:19][CH:18]=3)[C:5]=2[CH:4]=[CH:3][CH:2]=1.[CH2:24]([S:27](Cl)(=[O:29])=[O:28])[CH2:25][CH3:26]. (2) Given the product [C:24]([C:23]1[CH:22]=[C:21]([CH:28]=[CH:27][CH:26]=1)[CH2:20][O:1][C:2]1[CH:11]=[CH:10][CH:9]=[C:8]2[C:3]=1[CH2:4][CH2:5][N:6]([C:12]([O:14][C:15]([CH3:18])([CH3:17])[CH3:16])=[O:13])[CH2:7]2)#[N:25], predict the reactants needed to synthesize it. The reactants are: [OH:1][C:2]1[CH:11]=[CH:10][CH:9]=[C:8]2[C:3]=1[CH2:4][CH2:5][N:6]([C:12]([O:14][C:15]([CH3:18])([CH3:17])[CH3:16])=[O:13])[CH2:7]2.Br[CH2:20][C:21]1[CH:22]=[C:23]([CH:26]=[CH:27][CH:28]=1)[C:24]#[N:25].C(#N)C.C(=O)([O-])[O-].[Cs+].[Cs+]. (3) Given the product [CH:1]1([N:6]2[C:14]3[C:9](=[CH:10][C:11]([F:16])=[C:12]([CH3:15])[CH:13]=3)[C:8]([C:17]([OH:19])=[O:18])=[C:7]2[C:21]2[CH:26]=[CH:25][C:24]([S:27](=[O:36])(=[O:35])[NH:28][C@@H:29]([CH3:34])[C:30]([F:32])([F:33])[F:31])=[CH:23][N:22]=2)[CH2:5][CH2:4][CH2:3][CH2:2]1, predict the reactants needed to synthesize it. The reactants are: [CH:1]1([N:6]2[C:14]3[C:9](=[CH:10][C:11]([F:16])=[C:12]([CH3:15])[CH:13]=3)[C:8]([C:17]([O:19]C)=[O:18])=[C:7]2[C:21]2[CH:26]=[CH:25][C:24]([S:27](=[O:36])(=[O:35])[NH:28][C@@H:29]([CH3:34])[C:30]([F:33])([F:32])[F:31])=[CH:23][N:22]=2)[CH2:5][CH2:4][CH2:3][CH2:2]1.[OH-].[Na+].O. (4) Given the product [F:9][C:10]1[CH:11]=[C:12]([CH:13]=[CH:25][C:24]2[CH:27]=[CH:28][C:21]([F:20])=[CH:22][CH:23]=2)[CH:16]=[C:17]([F:19])[CH:18]=1, predict the reactants needed to synthesize it. The reactants are: CC1C=CC(C)=CC=1.[F:9][C:10]1[CH:11]=[C:12]([CH:16]=[C:17]([F:19])[CH:18]=1)[C:13](Cl)=O.[F:20][C:21]1[CH:28]=[CH:27][C:24]([CH:25]=C)=[CH:23][CH:22]=1.CN1CCOCC1.